This data is from Drug-target binding data from BindingDB using IC50 measurements. The task is: Regression. Given a target protein amino acid sequence and a drug SMILES string, predict the binding affinity score between them. We predict pIC50 (pIC50 = -log10(IC50 in M); higher means more potent). Dataset: bindingdb_ic50. The compound is CCn1cc[n+](C)c1P(c1ccccc1)c1ccccc1. The target protein sequence is MFNPMTPPQVNSYSEPCCLRPLHSQGVPSMGTEGLSGLPFCHQANFMSGSQGYGAARETSSCTEGSLFPPPPPPRSSVKLTKKRALSISPLSDASLDLQTVIRTSPSSLVAFINSRCTSPGGSYGHLSIGTMSPSLGFPPQMSHQKGTSPPYGVQPCVPHDSTRGSMMLHPQARGPRATCQLKSELDMMVGKCPEDPLEGDMSSPNSTGIQDHLLGMLDGREDLEREEKPEPESVYETDCRWDGCSQEFDSQEQLVHHINSEHIHGERKEFVCHWGGCSRELRPFKAQYMLVVHMRRHTGEKPHKCTFEGCRKSYSRLENLKTHLRSHTGEKPYMCEQEGCSKAFSNASDRAKHQNRTHSNEKPYVCKLPGCTKRYTDPSSLRKHVKTVHGPDAHVTKRHRGDGPLPRAQPLSTVEPKREREGGSGREESRLTVPESAMPQQSPGAQSSCSSDHSPAGSAANTDSGVEMAGNAGGSTEDLSSLDEGPCVSATGLSTLRRL.... The pIC50 is 5.1.